Dataset: Forward reaction prediction with 1.9M reactions from USPTO patents (1976-2016). Task: Predict the product of the given reaction. (1) Given the reactants C(O[C:9]([N:11]1[CH2:16][CH2:15][N:14]([C:17](=[O:28])[C@H:18]([OH:27])[CH2:19][C:20](=[O:26])[CH2:21][C:22]([OH:25])([CH3:24])[CH3:23])[CH2:13][CH2:12]1)=O)C1C=CC=CC=1.CO.ClC1[C:41]2[C:36](=[CH:37][C:38]([CH3:42])=[CH:39][CH:40]=2)[N:35]=[C:34]([C:43]2[CH:48]=[CH:47][CH:46]=[CH:45][C:44]=2[OH:49])[N:33]=1.C(N(CC)CC)C, predict the reaction product. The product is: [OH:27][C@H:18]([CH2:19][C:20](=[O:26])[CH2:21][C:22]([OH:25])([CH3:23])[CH3:24])[C:17]([N:14]1[CH2:13][CH2:12][N:11]([C:9]2[C:41]3[C:36](=[CH:37][C:38]([CH3:42])=[CH:39][CH:40]=3)[N:35]=[C:34]([C:43]3[CH:48]=[CH:47][CH:46]=[CH:45][C:44]=3[OH:49])[N:33]=2)[CH2:16][CH2:15]1)=[O:28]. (2) Given the reactants [Cl:1][C:2]1[CH:7]=[C:6]([C:8]2[CH:13]=[N:12][CH:11]=[C:10]([CH3:14])[N:9]=2)[CH:5]=[CH:4][C:3]=1[C:15]1[C:27](=[O:28])[N:26]([CH2:29][CH2:30][C@H:31]2[CH2:35][O:34][C:33]([CH3:37])([CH3:36])[O:32]2)[C:18]2[N:19]=[C:20](S(C)=O)[N:21]=[CH:22][C:17]=2[CH:16]=1.Cl.[CH2:39]([NH2:41])[CH3:40].CCN(C(C)C)C(C)C, predict the reaction product. The product is: [Cl:1][C:2]1[CH:7]=[C:6]([C:8]2[CH:13]=[N:12][CH:11]=[C:10]([CH3:14])[N:9]=2)[CH:5]=[CH:4][C:3]=1[C:15]1[C:27](=[O:28])[N:26]([CH2:29][CH2:30][C@H:31]2[CH2:35][O:34][C:33]([CH3:37])([CH3:36])[O:32]2)[C:18]2[N:19]=[C:20]([NH:41][CH2:39][CH3:40])[N:21]=[CH:22][C:17]=2[CH:16]=1. (3) Given the reactants O=[C:2]([NH:8][NH:9][C:10]1[CH:15]=[N:14][CH:13]=[CH:12][N:11]=1)[C:3]([O:5][CH2:6][CH3:7])=[O:4].C1(C)C=CC(S(O)(=O)=O)=CC=1, predict the reaction product. The product is: [N:9]1[N:8]=[C:2]([C:3]([O:5][CH2:6][CH3:7])=[O:4])[N:11]2[CH:12]=[CH:13][N:14]=[CH:15][C:10]=12. (4) The product is: [C:8]1([N:7]([C:15]2[CH:20]=[CH:19][C:18]([CH3:21])=[CH:17][C:16]=2[CH3:22])[C:1]2[CH:2]=[CH:3][CH:4]=[CH:5][CH:6]=2)[CH:9]=[CH:10][CH:11]=[CH:12][CH:13]=1. Given the reactants [C:1]1([NH:7][C:8]2[CH:13]=[CH:12][CH:11]=[CH:10][CH:9]=2)[CH:6]=[CH:5][CH:4]=[CH:3][CH:2]=1.I[C:15]1[CH:20]=[CH:19][C:18]([CH3:21])=[CH:17][C:16]=1[CH3:22].N1C2C(=CC=C3C=2N=CC=C3)C=CC=1.[OH-].[K+], predict the reaction product. (5) Given the reactants [CH2:1]([O:3][C:4]([C:6]1[CH:7]=[C:8]2[C:13](=[CH:14][CH:15]=1)[NH:12][CH:11]([C:16]1[CH:21]=[C:20]([F:22])[CH:19]=[C:18](Br)[CH:17]=1)[C:10]([CH3:25])([CH3:24])[CH2:9]2)=[O:5])[CH3:2].[C:26]([C:30]1[CH:35]=[CH:34][C:33](B(O)O)=[CH:32][CH:31]=1)([CH3:29])([CH3:28])[CH3:27].C(=O)([O-])[O-].[Na+].[Na+].C(OCC)(=O)C, predict the reaction product. The product is: [CH2:1]([O:3][C:4]([C:6]1[CH:7]=[C:8]2[C:13](=[CH:14][CH:15]=1)[NH:12][CH:11]([C:16]1[CH:17]=[C:18]([C:33]3[CH:34]=[CH:35][C:30]([C:26]([CH3:29])([CH3:28])[CH3:27])=[CH:31][CH:32]=3)[CH:19]=[C:20]([F:22])[CH:21]=1)[C:10]([CH3:25])([CH3:24])[CH2:9]2)=[O:5])[CH3:2]. (6) Given the reactants [CH3:1][C:2]1[N:6]([CH:7]([CH3:9])[CH3:8])[C:5]([C:10]2[CH:15]=[CH:14][N:13]=[C:12]([NH:16][CH:17]3[CH2:22][CH2:21][N:20](C(OCC4C=CC=CC=4)=O)[CH2:19][CH2:18]3)[N:11]=2)=[CH:4][N:3]=1.CCOCC, predict the reaction product. The product is: [CH3:1][C:2]1[N:6]([CH:7]([CH3:9])[CH3:8])[C:5]([C:10]2[CH:15]=[CH:14][N:13]=[C:12]([NH:16][CH:17]3[CH2:18][CH2:19][NH:20][CH2:21][CH2:22]3)[N:11]=2)=[CH:4][N:3]=1. (7) Given the reactants C(OC([NH:8][C:9]1([C:18]([O:20][C@@H:21]2[CH:26]3[CH2:27][CH2:28][N:23]([CH2:24][CH2:25]3)[CH2:22]2)=[O:19])[C:17]2[C:12](=[CH:13][CH:14]=[CH:15][CH:16]=2)[CH2:11][CH2:10]1)=O)(C)(C)C.Cl.[O:30]1[CH2:35][CH2:34][O:33][CH2:32][CH2:31]1.[CH:36]([C:38]1[CH:67]=[CH:66][C:41]([C:42]([O:44][C@H:45]([C:56]2[CH:61]=CC(OC)=[C:58](OC)[CH:57]=2)[CH2:46][C:47]2[C:52]([Cl:53])=[CH:51][N+:50]([O-:54])=[CH:49][C:48]=2[Cl:55])=[O:43])=[CH:40][CH:39]=1)=O.CCN(CC)CC.C(O)(=O)C.[BH3-]C#N.[Na+], predict the reaction product. The product is: [Cl:53][C:52]1[CH:51]=[N+:50]([O-:54])[CH:49]=[C:48]([Cl:55])[C:47]=1[CH2:46][C@@H:45]([C:56]1[CH:57]=[CH:58][C:34]([O:33][CH3:32])=[C:35]([O:30][CH3:31])[CH:61]=1)[O:44][C:42]([C:41]1[CH:66]=[CH:67][C:38]([CH2:36][NH:8][C:9]2([C:18]([O:20][C@@H:21]3[CH:26]4[CH2:27][CH2:28][N:23]([CH2:24][CH2:25]4)[CH2:22]3)=[O:19])[C:17]3[C:12](=[CH:13][CH:14]=[CH:15][CH:16]=3)[CH2:11][CH2:10]2)=[CH:39][CH:40]=1)=[O:43]. (8) Given the reactants [Cl:1][C:2]1[CH:3]=[C:4]2[C:8](=[C:9]([NH:11][CH:12]3[CH2:17][CH2:16][O:15][CH2:14][CH2:13]3)[CH:10]=1)[NH:7][C:6]([C:18]1[S:19][CH2:20][C@@H:21]([CH2:23][C:24]([OH:26])=O)[N:22]=1)=[CH:5]2.[NH:27]1[CH2:32][CH2:31][O:30][CH2:29][CH2:28]1, predict the reaction product. The product is: [Cl:1][C:2]1[CH:3]=[C:4]2[C:8](=[C:9]([NH:11][CH:12]3[CH2:17][CH2:16][O:15][CH2:14][CH2:13]3)[CH:10]=1)[NH:7][C:6]([C:18]1[S:19][CH2:20][C@@H:21]([CH2:23][C:24]([N:27]3[CH2:32][CH2:31][O:30][CH2:29][CH2:28]3)=[O:26])[N:22]=1)=[CH:5]2. (9) Given the reactants [CH3:1][O:2][C:3]([C:5]1[CH:13]=[C:12]2[C:8]([C:9]3[CH:17]=[C:16]([CH3:18])[CH:15]=[N:14][C:10]=3[NH:11]2)=[C:7](I)[CH:6]=1)=[O:4].[CH2:20]([S:22]([C:25]1[CH:26]=[C:27](C2C=C(C(F)(F)F)C(C)=C([N+]([O-])=O)C=2C2C(F)=NC=C(C)C=2)[CH:28]=[CH:29][CH:30]=1)(=[O:24])=[O:23])[CH3:21], predict the reaction product. The product is: [CH3:1][O:2][C:3]([C:5]1[CH:13]=[C:12]2[C:8]([C:9]3[CH:17]=[C:16]([CH3:18])[CH:15]=[N:14][C:10]=3[NH:11]2)=[C:7]([C:27]2[CH:28]=[CH:29][CH:30]=[C:25]([S:22]([CH2:20][CH3:21])(=[O:23])=[O:24])[CH:26]=2)[CH:6]=1)=[O:4].